Dataset: Full USPTO retrosynthesis dataset with 1.9M reactions from patents (1976-2016). Task: Predict the reactants needed to synthesize the given product. (1) Given the product [CH3:5][C:10]1([S:16]([Cl:26])(=[O:18])=[O:17])[CH:15]=[C:12]2[C:14]([CH:28]=[CH:27][CH:31]=[CH:13]2)=[N:2]1, predict the reactants needed to synthesize it. The reactants are: C[N:2]1[C:10]2[C:5](=CC=CC=2)C=C1.[Li][C:12]([CH3:15])([CH3:14])[CH3:13].[S:16](=[O:18])=[O:17].C1C(=O)N([Cl:26])C(=O)C1.[CH2:27]1[CH2:31]OC[CH2:28]1. (2) Given the product [Cl:20][C:6]1[C:7]([CH3:19])=[C:8]([C:17]2[NH:23][N:22]=[N:21][N:18]=2)[C:9]([C:10]2[CH:15]=[CH:14][CH:13]=[C:12]([F:16])[CH:11]=2)=[C:4]([C:1](=[O:3])[CH3:2])[CH:5]=1, predict the reactants needed to synthesize it. The reactants are: [C:1]([C:4]1[CH:5]=[C:6]([Cl:20])[C:7]([CH3:19])=[C:8]([C:17]#[N:18])[C:9]=1[C:10]1[CH:15]=[CH:14][CH:13]=[C:12]([F:16])[CH:11]=1)(=[O:3])[CH3:2].[N:21]([Si](C)(C)C)=[N+:22]=[N-:23].C([Sn](CCCC)=O)CCC.